This data is from Forward reaction prediction with 1.9M reactions from USPTO patents (1976-2016). The task is: Predict the product of the given reaction. (1) Given the reactants C1COC2C=CC(NC3C(F)=CN=C(NC4C=CC=C(O)C=4)N=3)=CC=2O1.Cl[C:28]1[N:33]=[C:32]([NH:34][C:35]2[CH:40]=[CH:39][CH:38]=[C:37]([OH:41])[CH:36]=2)[C:31]([F:42])=[CH:30][N:29]=1.[NH2:43][C:44]1[CH:52]=[C:51]2[C:47]([CH:48]=[CH:49][NH:50]2)=[CH:46][CH:45]=1, predict the reaction product. The product is: [F:42][C:31]1[C:32]([NH:34][C:35]2[CH:40]=[CH:39][CH:38]=[C:37]([OH:41])[CH:36]=2)=[N:33][C:28]([NH:43][C:44]2[CH:52]=[C:51]3[C:47]([CH:48]=[CH:49][NH:50]3)=[CH:46][CH:45]=2)=[N:29][CH:30]=1. (2) Given the reactants C[O:2][C:3](=[O:33])[C:4]1[CH:9]=[CH:8][CH:7]=[CH:6][C:5]=1[CH2:10][C:11]1[CH:16]=[C:15]([Cl:17])[CH:14]=[CH:13][C:12]=1[NH:18][C:19](=[O:32])[CH:20]([C:22]1[C:31]2[C:26](=[CH:27][CH:28]=[CH:29][CH:30]=2)[CH:25]=[CH:24][CH:23]=1)[CH3:21].[OH-].[Na+].Cl, predict the reaction product. The product is: [Cl:17][C:15]1[CH:14]=[CH:13][C:12]([NH:18][C:19](=[O:32])[CH:20]([C:22]2[C:31]3[C:26](=[CH:27][CH:28]=[CH:29][CH:30]=3)[CH:25]=[CH:24][CH:23]=2)[CH3:21])=[C:11]([CH2:10][C:5]2[CH:6]=[CH:7][CH:8]=[CH:9][C:4]=2[C:3]([OH:33])=[O:2])[CH:16]=1. (3) Given the reactants [F:1][C:2]1[CH:15]=[CH:14][C:5]([CH:6]=[C:7]2[S:11][C:10](=[O:12])[NH:9][C:8]2=S)=[C:4]([OH:16])[CH:3]=1.C(N(CC)CC)C.CI.[NH:26]1[CH:31]=[CH:30][CH2:29][CH2:28][NH:27]1, predict the reaction product. The product is: [N:26]1([C:8]2=[N:9][C:10](=[O:12])[S:11]/[C:7]/2=[CH:6]\[C:5]2[CH:14]=[CH:15][C:2]([F:1])=[CH:3][C:4]=2[OH:16])[CH2:31][CH2:30][CH2:29][CH2:28][NH:27]1.